Dataset: Full USPTO retrosynthesis dataset with 1.9M reactions from patents (1976-2016). Task: Predict the reactants needed to synthesize the given product. Given the product [C:9]([C:8]1[C:2]2[NH:1][C:13]([CH3:14])=[N:4][C:3]=2[CH:5]=[C:6]([C:11]#[N:12])[CH:7]=1)#[N:10], predict the reactants needed to synthesize it. The reactants are: [NH2:1][C:2]1[C:8]([C:9]#[N:10])=[CH:7][C:6]([C:11]#[N:12])=[CH:5][C:3]=1[NH2:4].[C:13](O)(=O)[CH3:14].